From a dataset of CYP2D6 inhibition data for predicting drug metabolism from PubChem BioAssay. Regression/Classification. Given a drug SMILES string, predict its absorption, distribution, metabolism, or excretion properties. Task type varies by dataset: regression for continuous measurements (e.g., permeability, clearance, half-life) or binary classification for categorical outcomes (e.g., BBB penetration, CYP inhibition). Dataset: cyp2d6_veith. (1) The molecule is O=C(c1ccco1)N1CCC2(CC1)CN(Cc1cc(C(F)(F)F)cc(C(F)(F)F)c1)C2. The result is 1 (inhibitor). (2) The compound is COc1ccc(NC(=O)N2CC[C@@]3(CCCN(C(=O)c4ccc(OC)cc4)C3)C2)cc1. The result is 0 (non-inhibitor). (3) The compound is COC(=O)c1ccc(N2CCN(CC(=O)c3ccc(-c4ccccc4)cc3)CC2)c([N+](=O)[O-])c1. The result is 1 (inhibitor). (4) The drug is Nc1nc2ccccc2nc1N1CCCC1. The result is 0 (non-inhibitor).